This data is from Forward reaction prediction with 1.9M reactions from USPTO patents (1976-2016). The task is: Predict the product of the given reaction. (1) The product is: [C:6]([C:5]1[CH:8]=[CH:9][C:2]([NH:1][C:16]([C:12]2[C:11]([C:19]([OH:20])=[O:18])=[N:10][CH:15]=[CH:14][N:13]=2)=[O:17])=[CH:3][CH:4]=1)#[N:7]. Given the reactants [NH2:1][C:2]1[CH:9]=[CH:8][C:5]([C:6]#[N:7])=[CH:4][CH:3]=1.[N:10]1[CH:15]=[CH:14][N:13]=[C:12]2[C:16]([O:18][C:19](=[O:20])[C:11]=12)=[O:17], predict the reaction product. (2) Given the reactants [CH2:1]1[O:5][C:4]2[CH:6]=[C:7]([CH2:10][C:11]([OH:13])=O)[CH:8]=[CH:9][C:3]=2[O:2]1.CN(C=O)C.C(Cl)(=O)C(Cl)=O.[NH2:25][C:26]1[S:27][CH:28]=[C:29]([C:31]2[CH:36]=[CH:35][C:34]([Cl:37])=[CH:33][CH:32]=2)[N:30]=1, predict the reaction product. The product is: [O:2]1[C:3]2[CH:9]=[CH:8][C:7]([CH2:10][C:11]([NH:25][C:26]3[S:27][CH:28]=[C:29]([C:31]4[CH:32]=[CH:33][C:34]([Cl:37])=[CH:35][CH:36]=4)[N:30]=3)=[O:13])=[CH:6][C:4]=2[O:5][CH2:1]1. (3) The product is: [Cl:29][C:23]([CH:19]1[CH2:20][CH2:21][CH2:22][N:18]1[C:16]([O:15][CH2:14][CH:12]1[C:11]2[CH:10]=[CH:9][CH:8]=[CH:7][C:6]=2[C:5]2[C:13]1=[CH:1][CH:2]=[CH:3][CH:4]=2)=[O:17])=[O:25]. Given the reactants [CH:1]1[C:13]2[CH:12]([CH2:14][O:15][C:16]([N:18]3[CH2:22][CH2:21][CH2:20][CH:19]3[C:23]([OH:25])=O)=[O:17])[C:11]3[C:6](=[CH:7][CH:8]=[CH:9][CH:10]=3)[C:5]=2[CH:4]=[CH:3][CH:2]=1.C(Cl)(=O)C([Cl:29])=O, predict the reaction product.